This data is from Full USPTO retrosynthesis dataset with 1.9M reactions from patents (1976-2016). The task is: Predict the reactants needed to synthesize the given product. (1) Given the product [CH3:45][N:46]1[CH:50]=[CH:49][C:48]([C:2]2[CH:7]=[CH:6][C:5]([C:8]3([C:11]([N:13]4[CH2:17][CH2:16][C@@:15]5([C:21]6[CH:22]=[CH:23][CH:24]=[CH:25][C:20]=6[C:19](=[O:26])[O:18]5)[CH2:14]4)=[O:12])[CH2:10][CH2:9]3)=[CH:4][CH:3]=2)=[N:47]1, predict the reactants needed to synthesize it. The reactants are: Br[C:2]1[CH:7]=[CH:6][C:5]([C:8]2([C:11]([N:13]3[CH2:17][CH2:16][C@@:15]4([C:21]5[CH:22]=[CH:23][CH:24]=[CH:25][C:20]=5[C:19](=[O:26])[O:18]4)[CH2:14]3)=[O:12])[CH2:10][CH2:9]2)=[CH:4][CH:3]=1.O1CCCC1.C(P(C(C)(C)C)C(C)(C)C)(C)(C)C.[CH3:45][N:46]1[CH:50]=[CH:49][C:48](B(O)O)=[N:47]1. (2) Given the product [CH2:29]([O:32][C@@H:33]1[CH2:41][C:40]2[C:35](=[CH:36][CH:37]=[CH:38][CH:39]=2)[C@@H:34]1[NH:42][C:10]([C@@H:9]1[CH2:13][CH2:14][CH2:15][N:8]1[C:1]([O:3][C:4]([CH3:5])([CH3:6])[CH3:7])=[O:2])=[O:12])[C:30]#[CH:31], predict the reactants needed to synthesize it. The reactants are: [C:1]([N:8]1[CH2:15][CH2:14][CH2:13][C@H:9]1[C:10]([OH:12])=O)([O:3][C:4]([CH3:7])([CH3:6])[CH3:5])=[O:2].CN1CCOCC1.ClC(OCC)=O.[CH2:29]([O:32][C@@H:33]1[CH2:41][C:40]2[C:35](=[CH:36][CH:37]=[CH:38][CH:39]=2)[C@@H:34]1[NH2:42])[C:30]#[CH:31]. (3) Given the product [C:1]([O:5][C:6]([NH:8][N:9]=[C:14]1[CH2:15][CH2:16][C:11]([F:18])([F:10])[CH2:12][CH2:13]1)=[O:7])([CH3:4])([CH3:3])[CH3:2], predict the reactants needed to synthesize it. The reactants are: [C:1]([O:5][C:6]([NH:8][NH2:9])=[O:7])([CH3:4])([CH3:3])[CH3:2].[F:10][C:11]1([F:18])[CH2:16][CH2:15][C:14](=O)[CH2:13][CH2:12]1. (4) Given the product [C:8]([C:5]1[N:6]=[CH:7][C:2]([NH:1][C:20](=[O:40])[CH2:21][NH:22][C:23](=[O:39])[O:24][CH2:25][CH:26]2[C:27]3[CH:28]=[CH:29][CH:30]=[CH:31][C:32]=3[C:33]3[C:38]2=[CH:37][CH:36]=[CH:35][CH:34]=3)=[CH:3][C:4]=1[NH:10][C:11]1[CH:16]=[C:15]([CH3:17])[CH:14]=[C:13]([CH3:18])[N:12]=1)#[N:9], predict the reactants needed to synthesize it. The reactants are: [NH2:1][C:2]1[CH:3]=[C:4]([NH:10][C:11]2[CH:16]=[C:15]([CH3:17])[CH:14]=[C:13]([CH3:18])[N:12]=2)[C:5]([C:8]#[N:9])=[N:6][CH:7]=1.Cl[C:20](=[O:40])[CH2:21][NH:22][C:23](=[O:39])[O:24][CH2:25][CH:26]1[C:38]2[CH:37]=[CH:36][CH:35]=[CH:34][C:33]=2[C:32]2[C:27]1=[CH:28][CH:29]=[CH:30][CH:31]=2.C(N(C(C)C)CC)(C)C.CCCP1(OP(CCC)(=O)OP(CCC)(=O)O1)=O.